This data is from Reaction yield outcomes from USPTO patents with 853,638 reactions. The task is: Predict the reaction yield, written as a fraction of the theoretical maximum amount of product (1.0 means a 100% yield; for example, 0.34 means a 34% yield). (1) The reactants are [CH3:1][NH:2][C:3]1[C:4]([NH2:9])=[CH:5][CH:6]=[CH:7][CH:8]=1.N1C=CC=CC=1.[O:16]1CCC[CH2:17]1. The catalyst is O. The product is [CH3:1][N:2]1[C:3]2[CH:8]=[CH:7][CH:6]=[CH:5][C:4]=2[NH:9][C:17]1=[O:16]. The yield is 0.670. (2) The reactants are [C:1]([C:3]1[CH:4]=[CH:5][C:6]([CH3:28])=[C:7]([N:9]([CH2:14][C:15]([N:17]([N:19]2[CH2:27][C:26]3[C:21](=[CH:22][CH:23]=[CH:24][CH:25]=3)[CH2:20]2)[CH3:18])=[O:16])[CH2:10][C:11]([OH:13])=[O:12])[CH:8]=1)#[N:2].CCN=C=NCCCN(C)C.[C:40](O)([CH3:43])([CH3:42])[CH3:41]. The catalyst is CN(C)C1C=CN=CC=1.ClCCl.C(OCC)(=O)C.CCCCCC. The product is [C:40]([O:12][C:11](=[O:13])[CH2:10][N:9]([C:7]1[CH:8]=[C:3]([C:1]#[N:2])[CH:4]=[CH:5][C:6]=1[CH3:28])[CH2:14][C:15]([N:17]([N:19]1[CH2:20][C:21]2[C:26](=[CH:25][CH:24]=[CH:23][CH:22]=2)[CH2:27]1)[CH3:18])=[O:16])([CH3:43])([CH3:42])[CH3:41]. The yield is 0.740. (3) The reactants are [C:1](=[O:8])([S:6][CH3:7])[O:2][CH:3](Cl)[CH3:4].[C:9]([OH:14])(=[O:13])[CH:10]([CH3:12])[CH3:11].C(N(C(C)C)CC)(C)C. The catalyst is CCOCC. The product is [C:1](=[O:8])([S:6][CH3:7])[O:2][CH:3]([O:14][C:9](=[O:13])[CH:10]([CH3:12])[CH3:11])[CH3:4]. The yield is 0.970. (4) The reactants are [NH2:1][C:2]1[CH:7]=[C:6]([O:8][C:9]2[CH:14]=[CH:13][C:12]([NH:15][C:16]([C:18]3([C:21]([NH:23][C:24]4[CH:29]=[CH:28][C:27]([F:30])=[CH:26][CH:25]=4)=[O:22])[CH2:20][CH2:19]3)=[O:17])=[C:11]([F:31])[CH:10]=2)[CH:5]=[CH:4][N:3]=1.[CH2:32]([N:34]([CH2:37][CH3:38])[CH2:35][CH3:36])C.ClC([O:42][C:43]1C=CC=C[CH:44]=1)=O.[O:49]1CCCC1. No catalyst specified. The product is [F:31][C:11]1[CH:10]=[C:9]([O:8][C:6]2[CH:5]=[CH:4][N:3]=[C:2]([NH:1][C:32]([N:34]3[CH2:37][CH2:38][CH:44]([CH2:43][OH:42])[CH2:36][CH2:35]3)=[O:49])[CH:7]=2)[CH:14]=[CH:13][C:12]=1[NH:15][C:16]([C:18]1([C:21]([NH:23][C:24]2[CH:25]=[CH:26][C:27]([F:30])=[CH:28][CH:29]=2)=[O:22])[CH2:20][CH2:19]1)=[O:17]. The yield is 0.735. (5) The catalyst is CN(C)C=O. The product is [C:1]([O:4][CH2:5][C@H:6]([CH3:18])[CH2:7][CH:8]([NH:14][C:15](=[O:17])[CH3:16])[C:9]1[S:10][C:11]([Br:19])=[CH:12][CH:13]=1)(=[O:3])[CH3:2]. The reactants are [C:1]([O:4][CH2:5][C@H:6]([CH3:18])[CH2:7][CH:8]([NH:14][C:15](=[O:17])[CH3:16])[C:9]1[S:10][CH:11]=[CH:12][CH:13]=1)(=[O:3])[CH3:2].[Br:19]N1C(=O)CCC1=O.O. The yield is 0.990. (6) The yield is 0.990. The reactants are C([O:3][C:4](=O)[CH:5]([N:7]1[CH2:11][CH2:10][CH2:9][CH2:8]1)[CH3:6])C.[NH2:13][NH2:14]. No catalyst specified. The product is [N:7]1([CH:5]([CH3:6])[C:4]([NH:13][NH2:14])=[O:3])[CH2:11][CH2:10][CH2:9][CH2:8]1.